This data is from Catalyst prediction with 721,799 reactions and 888 catalyst types from USPTO. The task is: Predict which catalyst facilitates the given reaction. (1) Reactant: CSC.B.[Br:5][C:6]1[CH:7]=[CH:8][C:9]2[NH:14][C:13](=O)[CH:12]([CH3:16])[O:11][C:10]=2[CH:17]=1. Product: [Br:5][C:6]1[CH:7]=[CH:8][C:9]2[NH:14][CH2:13][CH:12]([CH3:16])[O:11][C:10]=2[CH:17]=1. The catalyst class is: 1. (2) Reactant: [Cl:1][CH2:2][C@@H:3]([OH:21])[CH2:4][C@@H:5]([OH:20])[CH2:6][C:7]([O:9][C:10]([CH3:19])([CH3:18])[CH2:11][C:12]1[CH:17]=[CH:16][CH:15]=[CH:14][CH:13]=1)=[O:8].CO[C:24](OC)([CH3:26])[CH3:25].CS(O)(=O)=O. Product: [Cl:1][CH2:2][C@H:3]1[O:21][C:24]([CH3:26])([CH3:25])[O:20][C@@H:5]([CH2:6][C:7]([O:9][C:10]([CH3:18])([CH3:19])[CH2:11][C:12]2[CH:13]=[CH:14][CH:15]=[CH:16][CH:17]=2)=[O:8])[CH2:4]1. The catalyst class is: 372. (3) Reactant: C[O:2][C:3](=[O:17])[C:4]1[CH:9]=[CH:8][C:7]([C:10](=O)[CH:11]=[CH:12]N(C)C)=[CH:6][CH:5]=1.Cl.[NH2:19][C:20]([NH2:22])=N.[OH-:23].[Na+]. Product: [OH:23][C:20]1[N:22]=[C:10]([C:7]2[CH:8]=[CH:9][C:4]([C:3]([OH:17])=[O:2])=[CH:5][CH:6]=2)[CH:11]=[CH:12][N:19]=1. The catalyst class is: 5. (4) Reactant: [CH3:1][NH2:2].[F:3][C:4]1[C:9]2[N:10]([CH3:15])[C:11](=[O:14])[O:12][CH2:13][C:8]=2[CH:7]=[C:6]([N:16]2[CH2:20][C@H:19]([C:21]([O:23]C)=O)[O:18][C:17]2=[O:25])[CH:5]=1. Product: [F:3][C:4]1[C:9]2[N:10]([CH3:15])[C:11](=[O:14])[O:12][CH2:13][C:8]=2[CH:7]=[C:6]([N:16]2[CH2:20][C@H:19]([C:21]([NH:2][CH3:1])=[O:23])[O:18][C:17]2=[O:25])[CH:5]=1. The catalyst class is: 5. (5) Reactant: [C:1](=O)([O-])[O-].[K+].[K+].[OH:7][C:8]([CH2:22][CH2:23][CH3:24])=[CH:9][C:10]([C:12]1[CH:17]=[CH:16][CH:15]=[C:14]([C:18]([F:21])([F:20])[F:19])[CH:13]=1)=[O:11].IC. Product: [CH3:1][CH:9]([C:8](=[O:7])[CH2:22][CH2:23][CH3:24])[C:10]([C:12]1[CH:17]=[CH:16][CH:15]=[C:14]([C:18]([F:19])([F:20])[F:21])[CH:13]=1)=[O:11]. The catalyst class is: 21. (6) Reactant: [CH3:1][C:2]1[CH:10]=[CH:9][CH:8]=[C:7]2[C:3]=1[CH:4]=[CH:5][NH:6]2.[H-].[Na+].[C:13]([O:17][C:18]([N:20]1[CH2:25][CH2:24][CH:23]([CH2:26][CH2:27][CH2:28]OS(C)(=O)=O)[CH2:22][CH2:21]1)=[O:19])([CH3:16])([CH3:15])[CH3:14]. Product: [C:13]([O:17][C:18]([N:20]1[CH2:25][CH2:24][CH:23]([CH2:26][CH2:27][CH2:28][N:6]2[C:7]3[C:3](=[C:2]([CH3:1])[CH:10]=[CH:9][CH:8]=3)[CH:4]=[CH:5]2)[CH2:22][CH2:21]1)=[O:19])([CH3:16])([CH3:15])[CH3:14]. The catalyst class is: 479. (7) Reactant: C([O:5][C:6]([C@H:8]1[CH2:12][CH2:11][CH2:10][N:9]1[C:13](=[O:42])[CH2:14][O:15][C:16]1[C:25]([O:26][CH2:27][C:28]([N:30]2[CH2:34][CH2:33][CH2:32][C@@H:31]2[C:35]([O:37]C(C)(C)C)=[O:36])=[O:29])=[CH:24][C:23]2[C:18](=[CH:19][CH:20]=[CH:21][CH:22]=2)[CH:17]=1)=[O:7])(C)(C)C. Product: [C:35]([C@H:31]1[CH2:32][CH2:33][CH2:34][N:30]1[C:28](=[O:29])[CH2:27][O:26][C:25]1[C:16]([O:15][CH2:14][C:13]([N:9]2[CH2:10][CH2:11][CH2:12][C@@H:8]2[C:6]([OH:7])=[O:5])=[O:42])=[CH:17][C:18]2[C:23]([CH:24]=1)=[CH:22][CH:21]=[CH:20][CH:19]=2)([OH:37])=[O:36]. The catalyst class is: 55. (8) Reactant: [F:1][C:2]1[CH:7]=[C:6]([F:8])[CH:5]=[CH:4][C:3]=1[N:9]1[CH:13]([C:14]2[CH:19]=[C:18]([C:20]3[CH2:21][CH2:22][N:23](C(OC(C)(C)C)=O)[CH2:24][CH:25]=3)[CH:17]=[CH:16][C:15]=2[F:33])[CH2:12][C:11]([C:34]([F:40])([F:39])[C:35]([F:38])([F:37])[F:36])=[N:10]1.[ClH:41]. Product: [ClH:41].[F:1][C:2]1[CH:7]=[C:6]([F:8])[CH:5]=[CH:4][C:3]=1[N:9]1[CH:13]([C:14]2[CH:19]=[C:18]([C:20]3[CH2:21][CH2:22][NH:23][CH2:24][CH:25]=3)[CH:17]=[CH:16][C:15]=2[F:33])[CH2:12][C:11]([C:34]([F:39])([F:40])[C:35]([F:37])([F:36])[F:38])=[N:10]1. The catalyst class is: 13. (9) Reactant: [CH:1]([N:14]1[CH2:17][C:16]([NH:20][CH:21]([CH3:23])[CH3:22])([C:18]#[N:19])[CH2:15]1)([C:8]1[CH:13]=[CH:12][CH:11]=[CH:10][CH:9]=1)[C:2]1[CH:7]=[CH:6][CH:5]=[CH:4][CH:3]=1.[OH:24]S(O)(=O)=O. Product: [CH:1]([N:14]1[CH2:17][C:16]([NH:20][CH:21]([CH3:23])[CH3:22])([C:18]([NH2:19])=[O:24])[CH2:15]1)([C:8]1[CH:13]=[CH:12][CH:11]=[CH:10][CH:9]=1)[C:2]1[CH:3]=[CH:4][CH:5]=[CH:6][CH:7]=1. The catalyst class is: 2. (10) Reactant: C(OC(=O)[NH:7][C@@H:8]([CH:33]1[CH2:38][CH2:37][CH2:36][CH2:35][CH2:34]1)[C:9]([N:11]1[C@H:16]([C:17]2[N:21]([CH2:22][C:23]3[CH:28]=[CH:27][C:26]([F:29])=[CH:25][CH:24]=3)[N:20]=[CH:19][CH:18]=2)[CH2:15][N:14]2[CH2:30][CH2:31][CH2:32][C@@H:13]2[CH2:12]1)=[O:10])(C)(C)C.C(OCC)(=O)C.Cl. Product: [CH:33]1([C@H:8]([NH2:7])[C:9]([N:11]2[C@H:16]([C:17]3[N:21]([CH2:22][C:23]4[CH:24]=[CH:25][C:26]([F:29])=[CH:27][CH:28]=4)[N:20]=[CH:19][CH:18]=3)[CH2:15][N:14]3[CH2:30][CH2:31][CH2:32][C@@H:13]3[CH2:12]2)=[O:10])[CH2:38][CH2:37][CH2:36][CH2:35][CH2:34]1. The catalyst class is: 13.